Dataset: Aqueous solubility values for 9,982 compounds from the AqSolDB database. Task: Regression/Classification. Given a drug SMILES string, predict its absorption, distribution, metabolism, or excretion properties. Task type varies by dataset: regression for continuous measurements (e.g., permeability, clearance, half-life) or binary classification for categorical outcomes (e.g., BBB penetration, CYP inhibition). For this dataset (solubility_aqsoldb), we predict Y. (1) The molecule is CCCCOC(=O)c1cccnc1. The Y is -1.84 log mol/L. (2) The molecule is CCCCNS(=O)(=O)c1ccccc1. The Y is -2.68 log mol/L. (3) The Y is -5.07 log mol/L. The drug is CC(C)OC(=O)C1(S(=O)(=O)c2ccc([N+](=O)[O-])cc2)CCCCCC1. (4) The molecule is CCC(C(=O)O)C(CC)C(=O)O. The Y is -0.861 log mol/L. (5) The compound is CC(=O)OC/C=C(\C)C=O. The Y is -0.461 log mol/L. (6) The molecule is CC1=NN(c2ccc(S(=O)(=O)[O-])cc2)C(=O)C1N=Nc1ccc(C)c(S(=O)(=O)Nc2ccccc2)c1.[Na+]. The Y is -0.873 log mol/L. (7) The drug is c1ccc(C2CO2)cc1. The Y is -1.91 log mol/L. (8) The compound is CCOCCCNS(=O)(=O)c1ccc(Oc2cc(O)c3c(c2N)C(=O)c2ccccc2C3=O)cc1. The Y is -4.79 log mol/L.